From a dataset of Peptide-MHC class I binding affinity with 185,985 pairs from IEDB/IMGT. Regression. Given a peptide amino acid sequence and an MHC pseudo amino acid sequence, predict their binding affinity value. This is MHC class I binding data. (1) The peptide sequence is DPNFWGQGM. The MHC is HLA-B51:01 with pseudo-sequence HLA-B51:01. The binding affinity (normalized) is 0.0847. (2) The MHC is HLA-B35:01 with pseudo-sequence HLA-B35:01. The peptide sequence is WPTVRERM. The binding affinity (normalized) is 0.0490. (3) The peptide sequence is VTNRHEEKF. The MHC is HLA-A29:02 with pseudo-sequence HLA-A29:02. The binding affinity (normalized) is 0.213. (4) The peptide sequence is IRHNKDRKV. The MHC is HLA-B58:01 with pseudo-sequence HLA-B58:01. The binding affinity (normalized) is 0.0847. (5) The peptide sequence is VEMGIKNGP. The binding affinity (normalized) is 0.0847. The MHC is HLA-B27:05 with pseudo-sequence HLA-B27:05. (6) The peptide sequence is HPALVFDITK. The MHC is HLA-B07:02 with pseudo-sequence HLA-B07:02. The binding affinity (normalized) is 0.259. (7) The peptide sequence is VERLKHGTF. The MHC is HLA-B18:01 with pseudo-sequence HLA-B18:01. The binding affinity (normalized) is 0.400. (8) The binding affinity (normalized) is 0.297. The peptide sequence is FSLPFPFLYKFLL. The MHC is HLA-A68:02 with pseudo-sequence HLA-A68:02. (9) The peptide sequence is KFTTSLSLHK. The MHC is HLA-A31:01 with pseudo-sequence HLA-A31:01. The binding affinity (normalized) is 0.494.